This data is from Reaction yield outcomes from USPTO patents with 853,638 reactions. The task is: Predict the reaction yield, written as a fraction of the theoretical maximum amount of product (1.0 means a 100% yield; for example, 0.34 means a 34% yield). The reactants are [CH2:1]([O:3][C:4](=[O:13])[C:5]1[C:10]([NH2:11])=[C:9]([NH2:12])[CH:8]=[N:7][CH:6]=1)[CH3:2].[F:14][C:15]1[CH:22]=[CH:21][C:18]([CH:19]=O)=[C:17]([C:23]([F:26])([F:25])[F:24])[CH:16]=1. The yield is 0.390. The catalyst is [N+](C1C=CC=CC=1)([O-])=O.CCOCC. The product is [CH2:1]([O:3][C:4]([C:5]1[C:10]2[N:11]=[C:19]([C:18]3[CH:21]=[CH:22][C:15]([F:14])=[CH:16][C:17]=3[C:23]([F:25])([F:24])[F:26])[NH:12][C:9]=2[CH:8]=[N:7][CH:6]=1)=[O:13])[CH3:2].